This data is from Full USPTO retrosynthesis dataset with 1.9M reactions from patents (1976-2016). The task is: Predict the reactants needed to synthesize the given product. (1) Given the product [C:1]1([C:7]2[N:8]([CH2:23][CH2:24][C:25]#[C:26][Si:27]([CH3:30])([CH3:29])[CH3:28])[N:9]=[CH:10][CH:11]=2)[CH:2]=[CH:3][CH:4]=[CH:5][CH:6]=1, predict the reactants needed to synthesize it. The reactants are: [C:1]1([C:7]2[CH:11]=[CH:10][NH:9][N:8]=2)[CH:6]=[CH:5][CH:4]=[CH:3][CH:2]=1.C1(C2C=CN([CH2:23][CH2:24][C:25]#[C:26][Si:27]([CH3:30])([CH3:29])[CH3:28])N=2)C=CC=CC=1. (2) The reactants are: C([O:8][C:9]1[CH:18]=[CH:17][CH:16]=[C:15]2[C:10]=1[CH2:11][CH2:12][C:13]([CH2:19][N:20]([C:22]1[CH:27]=[N:26][C:25]([C:28]3[CH:33]=[CH:32][CH:31]=[CH:30][CH:29]=3)=[C:24]([C:34]3[CH:39]=[CH:38][CH:37]=[CH:36][CH:35]=3)[N:23]=1)[CH3:21])=[CH:14]2)C1C=CC=CC=1.C(O)C. Given the product [C:28]1([C:25]2[N:26]=[CH:27][C:22]([N:20]([CH2:19][CH:13]3[CH2:12][CH2:11][C:10]4[C:15](=[CH:16][CH:17]=[CH:18][C:9]=4[OH:8])[CH2:14]3)[CH3:21])=[N:23][C:24]=2[C:34]2[CH:39]=[CH:38][CH:37]=[CH:36][CH:35]=2)[CH:29]=[CH:30][CH:31]=[CH:32][CH:33]=1, predict the reactants needed to synthesize it. (3) The reactants are: [N:1]1[CH:6]=[CH:5][CH:4]=[C:3]([CH2:7][NH2:8])[CH:2]=1.[O:9](C(OC(C)(C)C)=O)[C:10]([O:12][C:13]([CH3:16])([CH3:15])[CH3:14])=O.C(N(CC)CC)C. Given the product [C:13]([O:12][C:10](=[O:9])[NH:8][CH2:7][C:3]1[CH:2]=[N:1][CH:6]=[CH:5][CH:4]=1)([CH3:16])([CH3:15])[CH3:14], predict the reactants needed to synthesize it. (4) Given the product [CH3:1][C:2]1([CH3:18])[O:7][C:6]2[CH:8]=[CH:9][C:10]([C@H:12]3[O:16][C:15](=[O:17])[N:14]([CH2:32][CH2:31][CH2:30][CH2:29][CH2:28][CH2:27][O:26][CH2:21][CH2:22][CH2:23][C:24]#[CH:25])[CH2:13]3)=[CH:11][C:5]=2[CH2:4][O:3]1, predict the reactants needed to synthesize it. The reactants are: [CH3:1][C:2]1([CH3:18])[O:7][C:6]2[CH:8]=[CH:9][C:10]([C@H:12]3[O:16][C:15](=[O:17])[NH:14][CH2:13]3)=[CH:11][C:5]=2[CH2:4][O:3]1.[H-].[Na+].[CH2:21]([O:26][CH2:27][CH2:28][CH2:29][CH2:30][CH2:31][CH2:32]Br)[CH2:22][CH2:23][C:24]#[CH:25].P([O-])([O-])([O-])=O. (5) The reactants are: I[C:2]1[CH:3]=[C:4]([CH:10]=[CH:11][CH:12]=1)[C:5]([O:7][CH2:8][CH3:9])=[O:6].[CH:13]1([SH:19])[CH2:18][CH2:17][CH2:16][CH2:15][CH2:14]1.C(N(CC)C(C)C)(C)C.CC1(C)C2C(=C(P(C3C=CC=CC=3)C3C=CC=CC=3)C=CC=2)OC2C(P(C3C=CC=CC=3)C3C=CC=CC=3)=CC=CC1=2. Given the product [CH:13]1([S:19][C:2]2[CH:3]=[C:4]([CH:10]=[CH:11][CH:12]=2)[C:5]([O:7][CH2:8][CH3:9])=[O:6])[CH2:18][CH2:17][CH2:16][CH2:15][CH2:14]1, predict the reactants needed to synthesize it. (6) Given the product [F:9][CH:10]([F:13])[CH2:11][N:6]1[CH:5]=[C:4]([NH2:1])[CH:8]=[N:7]1, predict the reactants needed to synthesize it. The reactants are: [N+:1]([C:4]1[CH:5]=[N:6][NH:7][CH:8]=1)([O-])=O.[F:9][CH:10]([F:13])[CH2:11]I.C(=O)([O-])[O-].[K+].[K+].C(#N)C. (7) Given the product [C:17]([O:16][C@H:15]1[C@@H:20]([O:21][C:22](=[O:24])[CH3:23])[C@@H:25]([CH2:27][O:28][C:29](=[O:31])[CH3:30])[O:26][C@:5]([Br:43])([OH:4])[C@@H:6]1[O:7][C:8](=[O:14])[CH2:9][CH2:10][C:11]([CH3:13])=[O:12])(=[O:19])[CH3:18], predict the reactants needed to synthesize it. The reactants are: C([O:4][C@H:5]1[O:26][C@H:25]([CH2:27][O:28][C:29](=[O:31])[CH3:30])[C@H:20]([O:21][C:22](=[O:24])[CH3:23])[C@H:15]([O:16][C:17](=[O:19])[CH3:18])[C@H:6]1[O:7][C:8](=[O:14])[CH2:9][CH2:10][C:11]([CH3:13])=[O:12])(=O)C.C(O)(=O)C.C(OC(=O)C)(=O)C.[BrH:43].